Dataset: Forward reaction prediction with 1.9M reactions from USPTO patents (1976-2016). Task: Predict the product of the given reaction. (1) Given the reactants [F:1][C:2]1[CH:7]=[CH:6][C:5]([C:8]2[N:12]([CH3:13])[N:11]=[CH:10][C:9]=2[CH2:14][O:15][C:16]2[CH:25]=[CH:24][C:19]([C:20](OC)=[O:21])=[CH:18][CH:17]=2)=[CH:4][CH:3]=1.[H-].[Al+3].[Li+].[H-].[H-].[H-].O.O.O.O.O.O.O.O.O.O.S([O-])([O-])(=O)=O.[Na+].[Na+], predict the reaction product. The product is: [F:1][C:2]1[CH:3]=[CH:4][C:5]([C:8]2[N:12]([CH3:13])[N:11]=[CH:10][C:9]=2[CH2:14][O:15][C:16]2[CH:17]=[CH:18][C:19]([CH2:20][OH:21])=[CH:24][CH:25]=2)=[CH:6][CH:7]=1. (2) Given the reactants [H-].[Na+].Cl.[NH2:4][C:5]([NH2:7])=[NH:6].[F:8][C:9]([F:25])([F:24])[C:10]([CH:12]([CH2:18][C:19]([O:21][CH2:22][CH3:23])=[O:20])[C:13](OCC)=[O:14])=O, predict the reaction product. The product is: [NH2:6][C:5]1[N:7]=[C:13]([OH:14])[C:12]([CH2:18][C:19]([O:21][CH2:22][CH3:23])=[O:20])=[C:10]([C:9]([F:8])([F:25])[F:24])[N:4]=1. (3) Given the reactants C[N:2]1[CH:6]=[C:5]([C:7]2[CH:12]=[CH:11][N:10]=[CH:9][CH:8]=2)[C:4]([C:13]2[CH:30]=[CH:29][C:16]([O:17][CH2:18][C:19]3[CH:28]=[CH:27][C:26]4[C:21](=[CH:22][CH:23]=[CH:24][CH:25]=4)[N:20]=3)=[CH:15][CH:14]=2)=[N:3]1.[F:31][C:32]([F:37])([F:36])[CH2:33]NN, predict the reaction product. The product is: [N:10]1[CH:9]=[CH:8][C:7]([C:5]2[CH:6]=[N:2][N:3]([CH2:33][C:32]([F:37])([F:36])[F:31])[C:4]=2[C:13]2[CH:30]=[CH:29][C:16]([O:17][CH2:18][C:19]3[CH:28]=[CH:27][C:26]4[C:21](=[CH:22][CH:23]=[CH:24][CH:25]=4)[N:20]=3)=[CH:15][CH:14]=2)=[CH:12][CH:11]=1. (4) Given the reactants [NH2:1][C@H:2]1[CH2:8][O:7][CH2:6][CH2:5][N:4]([CH2:9][C:10]2[CH:15]=[CH:14][C:13]([O:16][CH3:17])=[CH:12][CH:11]=2)[C:3]1=O.CC(C[AlH]CC(C)C)C.O.[OH-].[Na+], predict the reaction product. The product is: [CH3:17][O:16][C:13]1[CH:12]=[CH:11][C:10]([CH2:9][N:4]2[CH2:3][C@@H:2]([NH2:1])[CH2:8][O:7][CH2:6][CH2:5]2)=[CH:15][CH:14]=1.